This data is from Full USPTO retrosynthesis dataset with 1.9M reactions from patents (1976-2016). The task is: Predict the reactants needed to synthesize the given product. (1) Given the product [S:20]([O-:25])([O-:23])(=[O:22])=[O:21].[C:1]([NH:4][C:5]1[CH:18]=[CH:17][C:16]2[C:7](=[C:8]([NH2:19])[C:9]3[C:14]([N+:15]=2[CH3:24])=[CH:13][CH:12]=[CH:11][CH:10]=3)[CH:6]=1)(=[O:3])[CH3:2].[C:1]([NH:4][C:5]1[CH:18]=[CH:17][C:16]2[C:7](=[C:8]([NH2:19])[C:9]3[C:14]([N+:15]=2[CH3:24])=[CH:13][CH:12]=[CH:11][CH:10]=3)[CH:6]=1)(=[O:3])[CH3:2], predict the reactants needed to synthesize it. The reactants are: [C:1]([NH:4][C:5]1[CH:18]=[CH:17][C:16]2[C:7](=[C:8]([NH2:19])[C:9]3[C:14]([N:15]=2)=[CH:13][CH:12]=[CH:11][CH:10]=3)[CH:6]=1)(=[O:3])[CH3:2].[S:20]([O:25]C)([O:23][CH3:24])(=[O:22])=[O:21]. (2) Given the product [N+:14]([CH:17]([C:18]1[O:36][CH:34]=[CH:35][CH:19]=1)[C:11]1[CH:12]=[CH:13][C:7]([N:1]2[CH2:6][CH2:5][CH2:4][CH2:3][CH2:2]2)=[C:8]([NH2:9])[CH:10]=1)([O-:16])=[O:15], predict the reactants needed to synthesize it. The reactants are: [N:1]1([C:7]2[CH:13]=[CH:12][CH:11]=[CH:10][C:8]=2[NH2:9])[CH2:6][CH2:5][CH2:4][CH2:3][CH2:2]1.[N+:14]([C:17]1OC(C=O)=[CH:19][CH:18]=1)([O-:16])=[O:15].C(O[BH-](O[C:34](=[O:36])[CH3:35])OC(=O)C)(=O)C.[Na+]. (3) Given the product [Cl:17][C:18]1[CH:47]=[CH:46][C:21]2[N:22]([CH2:39][CH2:40][CH:11]3[CH2:14][O:13][CH2:12]3)[C:23]([CH2:25][N:26]3[C:30]4=[CH:31][N:32]=[CH:33][CH:34]=[C:29]4[C:28]([S:35]([CH3:38])(=[O:37])=[O:36])=[N:27]3)=[N:24][C:20]=2[CH:19]=1, predict the reactants needed to synthesize it. The reactants are: ClC1C=CC2N([CH:11]3[CH2:14][O:13][CH2:12]3)C(CCl)=NC=2C=1.[Cl:17][C:18]1[CH:47]=[CH:46][C:21]2[N:22]([C@@H:39]3CCS(=O)(=O)[CH2:40]3)[C:23]([CH2:25][N:26]3[C:30]4=[CH:31][N:32]=[CH:33][CH:34]=[C:29]4[C:28]([S:35]([CH3:38])(=[O:37])=[O:36])=[N:27]3)=[N:24][C:20]=2[CH:19]=1.CS(C1C2C(=CN=CC=2)NN=1)(=O)=O.